This data is from Forward reaction prediction with 1.9M reactions from USPTO patents (1976-2016). The task is: Predict the product of the given reaction. (1) Given the reactants [CH2:1]([O:3][C:4]([N:6]1[CH2:11][CH2:10][C:9](=[O:12])[CH2:8][CH2:7]1)=[O:5])[CH3:2].B(F)(F)F.O(CC)CC.[N+](=[CH:24][C:25]([O:27][CH2:28][CH3:29])=[O:26])=[N-], predict the reaction product. The product is: [CH2:1]([O:3][C:4]([N:6]1[CH2:7][CH2:8][C:9](=[O:12])[CH:24]([C:25]([O:27][CH2:28][CH3:29])=[O:26])[CH2:10][CH2:11]1)=[O:5])[CH3:2]. (2) Given the reactants [CH:1]([OH:3])=O.C(OC(=O)C)(=O)C.Cl.[NH2:12][CH2:13][C:14]1[CH:19]=[CH:18][C:17]([C:20]([N:22]2[CH2:31][C:30]3[CH:29]=[N:28][N:27]([CH3:32])[C:26]=3[NH:25][C:24]3[CH:33]=[C:34]([CH3:37])[CH:35]=[CH:36][C:23]2=3)=[O:21])=[CH:16][C:15]=1[F:38].O, predict the reaction product. The product is: [CH3:32][N:27]1[C:26]2[NH:25][C:24]3[CH:33]=[C:34]([CH3:37])[CH:35]=[CH:36][C:23]=3[N:22]([C:20]([C:17]3[CH:18]=[CH:19][C:14]([CH2:13][NH:12][CH:1]=[O:3])=[C:15]([F:38])[CH:16]=3)=[O:21])[CH2:31][C:30]=2[CH:29]=[N:28]1. (3) Given the reactants Cl[C:2]1[C:7]([C:8]#[N:9])=[C:6]([O:10]CC)[CH:5]=[CH:4][N:3]=1.[BrH:13], predict the reaction product. The product is: [Br:13][C:2]1[C:7]([C:8]#[N:9])=[C:6]([OH:10])[CH:5]=[CH:4][N:3]=1. (4) Given the reactants [OH:1][CH2:2][CH2:3][NH:4][CH2:5][C@H:6]1[N:11]([C:12]([C:14]2[CH:18]=[C:17]([CH3:19])[N:16]([C:20]3[CH:25]=[CH:24][CH:23]=[CH:22][CH:21]=3)[C:15]=2[C:26]2[CH:31]=[CH:30][CH:29]=[CH:28][CH:27]=2)=[O:13])[CH2:10][CH2:9][N:8]([C:32]([O:34][C:35]([CH3:38])([CH3:37])[CH3:36])=[O:33])[CH2:7]1.ClC(Cl)(Cl)[C:41](OCC)=[O:42], predict the reaction product. The product is: [CH3:19][C:17]1[N:16]([C:20]2[CH:25]=[CH:24][CH:23]=[CH:22][CH:21]=2)[C:15]([C:26]2[CH:31]=[CH:30][CH:29]=[CH:28][CH:27]=2)=[C:14]([C:12]([N:11]2[CH2:10][CH2:9][N:8]([C:32]([O:34][C:35]([CH3:38])([CH3:37])[CH3:36])=[O:33])[CH2:7][C@H:6]2[CH2:5][N:4]2[CH2:3][CH2:2][O:1][C:41]2=[O:42])=[O:13])[CH:18]=1. (5) Given the reactants [F:1][C:2]1[CH:7]=[CH:6][C:5]([C:8]2[N:13]=[C:12]([N:14]3[CH2:19][CH2:18][CH:17]([CH2:20][CH2:21][NH:22][C:23](=O)[O:24]C4C=CC([N+]([O-])=O)=CC=4)[CH2:16][CH2:15]3)[CH:11]=[CH:10][CH:9]=2)=[CH:4][CH:3]=1.C(N(CC)C(C)C)(C)C.[F:44][C:45]([F:54])([F:53])[CH:46]([C:48]1[N:49]=[CH:50][S:51][CH:52]=1)[OH:47], predict the reaction product. The product is: [F:1][C:2]1[CH:7]=[CH:6][C:5]([C:8]2[N:13]=[C:12]([N:14]3[CH2:19][CH2:18][CH:17]([CH2:20][CH2:21][NH:22][C:23](=[O:24])[O:47][CH:46]([C:48]4[N:49]=[CH:50][S:51][CH:52]=4)[C:45]([F:44])([F:53])[F:54])[CH2:16][CH2:15]3)[CH:11]=[CH:10][CH:9]=2)=[CH:4][CH:3]=1.